This data is from Forward reaction prediction with 1.9M reactions from USPTO patents (1976-2016). The task is: Predict the product of the given reaction. (1) Given the reactants [C:1]([O:5][C:6]([NH:8][CH2:9][CH2:10][O:11][CH2:12][CH2:13][O:14][CH2:15][CH2:16][O:17][CH2:18][CH2:19][O:20][CH2:21][CH2:22][C:23]([OH:25])=O)=[O:7])([CH3:4])([CH3:3])[CH3:2].CCN=C=NCCCN(C)C.C1C=CC2N(O)N=NC=2C=1.CN1CCOCC1.[Cl:54][C:55]1[CH:60]=[CH:59][C:58]([C:61]2[S:65][C:64]([NH2:66])=[N:63][C:62]=2[CH3:67])=[CH:57][C:56]=1[S:68]([CH3:71])(=[O:70])=[O:69], predict the reaction product. The product is: [C:1]([O:5][C:6](=[O:7])[NH:8][CH2:9][CH2:10][O:11][CH2:12][CH2:13][O:14][CH2:15][CH2:16][O:17][CH2:18][CH2:19][O:20][CH2:21][CH2:22][C:23](=[O:25])[NH:66][C:64]1[S:65][C:61]([C:58]2[CH:59]=[CH:60][C:55]([Cl:54])=[C:56]([S:68]([CH3:71])(=[O:70])=[O:69])[CH:57]=2)=[C:62]([CH3:67])[N:63]=1)([CH3:2])([CH3:3])[CH3:4]. (2) Given the reactants O.Cl.[C:3]([NH2:11])(=[NH:10])[C:4]1[CH:9]=[CH:8][CH:7]=[CH:6][CH:5]=1.C([O-])(=O)C.[Na+].N[C:18]1[NH:22][N:21]=[C:20]([NH:23][C:24]2[CH:29]=[CH:28][C:27]([Br:30])=[CH:26][CH:25]=2)[C:19]=1[C:31]#[N:32].O, predict the reaction product. The product is: [NH2:32][C:31]1[N:11]=[C:3]([C:4]2[CH:9]=[CH:8][CH:7]=[CH:6][CH:5]=2)[N:10]=[C:18]2[NH:22][N:21]=[C:20]([NH:23][C:24]3[CH:29]=[CH:28][C:27]([Br:30])=[CH:26][CH:25]=3)[C:19]=12. (3) Given the reactants [N+:1]([C:4]1[CH:5]=[C:6]([OH:10])[CH:7]=[CH:8][CH:9]=1)([O-:3])=[O:2].CC(C)([O-])C.[K+].Cl[C:18]1[CH:23]=[CH:22][N:21]=[C:20]([C:24]([O:26]C)=[O:25])[CH:19]=1.C(=O)([O-])[O-].[K+].[K+], predict the reaction product. The product is: [N+:1]([C:4]1[CH:5]=[C:6]([CH:7]=[CH:8][CH:9]=1)[O:10][C:18]1[CH:23]=[CH:22][N:21]=[C:20]([C:24]([OH:26])=[O:25])[CH:19]=1)([O-:3])=[O:2]. (4) Given the reactants [H-].[Na+].O=[C:4]1[CH2:17][C:6]2([CH2:9][N:8]([C:10]([O:12][C:13]([CH3:16])([CH3:15])[CH3:14])=[O:11])[CH2:7]2)[CH2:5]1.O1CCC[CH2:19]1, predict the reaction product. The product is: [CH2:19]=[C:4]1[CH2:17][C:6]2([CH2:9][N:8]([C:10]([O:12][C:13]([CH3:16])([CH3:15])[CH3:14])=[O:11])[CH2:7]2)[CH2:5]1. (5) Given the reactants [F:1][C:2]1[CH:7]=[CH:6][C:5]([C:8](=[O:10])[CH3:9])=[C:4]([OH:11])[CH:3]=1.O=[C:13]1[CH2:18][CH2:17][N:16]([C:19]([O:21][C:22]([CH3:25])([CH3:24])[CH3:23])=[O:20])[CH2:15][CH2:14]1.N1CCCC1, predict the reaction product. The product is: [C:19]([N:16]1[CH2:15][CH2:14][C:13]2([CH2:9][C:8](=[O:10])[C:5]3[C:4](=[CH:3][C:2]([F:1])=[CH:7][CH:6]=3)[O:11]2)[CH2:18][CH2:17]1)([O:21][C:22]([CH3:25])([CH3:24])[CH3:23])=[O:20]. (6) Given the reactants O[CH2:2][CH2:3][C:4]1[CH:5]=[C:6]2[C:19](=[CH:20][C:21]=1[N+:22]([O-:24])=[O:23])[CH2:18][C@:8]1([C:16]3[C:11](=[N:12][CH:13]=[CH:14][CH:15]=3)[NH:10][C:9]1=[O:17])[CH2:7]2.C1(P([N:39]=[N+:40]=[N-:41])(C2C=CC=CC=2)=O)C=CC=CC=1.C1CCN2C(=NCCC2)CC1, predict the reaction product. The product is: [N:39]([CH2:2][CH2:3][C:4]1[CH:5]=[C:6]2[C:19](=[CH:20][C:21]=1[N+:22]([O-:24])=[O:23])[CH2:18][C@:8]1([C:16]3[C:11](=[N:12][CH:13]=[CH:14][CH:15]=3)[NH:10][C:9]1=[O:17])[CH2:7]2)=[N+:40]=[N-:41]. (7) Given the reactants Br[C:2]1[CH:7]=[CH:6][C:5]([F:8])=[CH:4][C:3]=1[CH2:9][CH2:10][S:11](Cl)(=[O:13])=[O:12].[C:15]([C:17]1[CH:23]=[CH:22][CH:21]=[CH:20][C:18]=1[NH2:19])#[N:16].[CH3:24][N:25](C)[CH2:26][CH3:27].[CH3:29]O, predict the reaction product. The product is: [F:8][C:5]1[CH:6]=[CH:7][C:2]2[N:19]([C:18]3[CH:20]=[CH:21][CH:22]=[CH:23][C:17]=3[C:15]#[N:16])[S:11](=[O:13])(=[O:12])[CH:10]([CH2:29][CH2:27][CH2:26][NH:25][CH3:24])[CH2:9][C:3]=2[CH:4]=1. (8) The product is: [C:6]([C:5]1[CH:9]=[CH:10][C:2]2[NH:1][C:14](=[C:15]([C:18]3[N:23]=[C:22]([C:24]([F:26])([F:25])[F:27])[CH:21]=[CH:20][N:19]=3)[C:16]#[N:17])[S:11][C:3]=2[CH:4]=1)([OH:8])=[O:7]. Given the reactants [NH2:1][C:2]1[CH:10]=[CH:9][C:5]([C:6]([OH:8])=[O:7])=[CH:4][C:3]=1[SH:11].CS[C:14](SC)=[C:15]([C:18]1[N:23]=[C:22]([C:24]([F:27])([F:26])[F:25])[CH:21]=[CH:20][N:19]=1)[C:16]#[N:17].C(=O)([O-])[O-].[K+].[K+], predict the reaction product. (9) Given the reactants [CH3:1][O:2][C:3](=[O:13])/[CH:4]=[CH:5]/[C:6]1[CH:11]=[CH:10][C:9]([F:12])=[CH:8][N:7]=1, predict the reaction product. The product is: [CH3:1][O:2][C:3](=[O:13])[CH2:4][CH2:5][C:6]1[CH:11]=[CH:10][C:9]([F:12])=[CH:8][N:7]=1. (10) Given the reactants [H-].[Na+].[Br:3][C:4]1[CH:5]=[C:6]([CH2:10][C:11]#N)[CH:7]=[CH:8][CH:9]=1.I[CH3:14].C[N:16]([CH:18]=O)C, predict the reaction product. The product is: [Br:3][C:4]1[CH:5]=[C:6]([C:10]([CH3:11])([CH3:14])[C:18]#[N:16])[CH:7]=[CH:8][CH:9]=1.